Dataset: Full USPTO retrosynthesis dataset with 1.9M reactions from patents (1976-2016). Task: Predict the reactants needed to synthesize the given product. (1) Given the product [CH:5]1([NH:4][C:42](=[O:44])[C:41]2[CH:45]=[CH:46][CH:47]=[C:39]([C:36]3[CH:37]=[N:38][C:33]4[N:34]([C:30]([C:27]5([C:23]6[CH:22]=[C:21]7[C:26](=[CH:25][CH:24]=6)[N:17]=[CH:18][CH:19]=[CH:20]7)[CH2:29][CH2:28]5)=[CH:31][N:32]=4)[CH:35]=3)[CH:40]=2)[CH2:7][CH2:6]1, predict the reactants needed to synthesize it. The reactants are: C([N:4](CC)[CH:5]([CH3:7])[CH3:6])(C)C.OC(C(F)(F)F)=O.[N:17]1[C:26]2[C:21](=[CH:22][C:23]([C:27]3([C:30]4[N:34]5[CH:35]=[C:36]([C:39]6[CH:40]=[C:41]([CH:45]=[CH:46][CH:47]=6)[C:42]([OH:44])=O)[CH:37]=[N:38][C:33]5=[N:32][CH:31]=4)[CH2:29][CH2:28]3)=[CH:24][CH:25]=2)[CH:20]=[CH:19][CH:18]=1.C1(N)CC1.F[P-](F)(F)(F)(F)F.N1(O[P+](N(C)C)(N(C)C)N(C)C)C2C=CC=CC=2N=N1. (2) The reactants are: F[C:2]1[CH:7]=[CH:6][C:5]([C:8]2[O:9][C:10]3[CH:16]=[CH:15][CH:14]=[CH:13][C:11]=3[N:12]=2)=[CH:4][C:3]=1[N+:17]([O-])=O.C(=O)([O-])[O-].[K+].[K+].[CH3:26][O:27][CH2:28][CH2:29][NH2:30].[H][H]. Given the product [CH3:26][O:27][CH2:28][CH2:29][NH:30][C:2]1[CH:7]=[CH:6][C:5]([C:8]2[O:9][C:10]3[CH:16]=[CH:15][CH:14]=[CH:13][C:11]=3[N:12]=2)=[CH:4][C:3]=1[NH2:17], predict the reactants needed to synthesize it.